The task is: Regression. Given a peptide amino acid sequence and an MHC pseudo amino acid sequence, predict their binding affinity value. This is MHC class II binding data.. This data is from Peptide-MHC class II binding affinity with 134,281 pairs from IEDB. The peptide sequence is EKCYFAATQFEPLAA. The MHC is HLA-DPA10103-DPB10601 with pseudo-sequence HLA-DPA10103-DPB10601. The binding affinity (normalized) is 0.902.